Dataset: Reaction yield outcomes from USPTO patents with 853,638 reactions. Task: Predict the reaction yield, written as a fraction of the theoretical maximum amount of product (1.0 means a 100% yield; for example, 0.34 means a 34% yield). (1) The reactants are [CH:1]([C:4]1[CH:9]=[C:8]([O:10][CH3:11])[CH:7]=[CH:6][C:5]=1[O:12][S:13]([C:16]1[CH:21]=[CH:20][C:19]([CH3:22])=[CH:18][CH:17]=1)(=[O:15])=[O:14])([CH3:3])[CH3:2].[N+:23]([O-])([OH:25])=[O:24]. The catalyst is CC(O)=O. The product is [CH:1]([C:4]1[CH:9]=[C:8]([O:10][CH3:11])[C:7]([N+:23]([O-:25])=[O:24])=[CH:6][C:5]=1[O:12][S:13]([C:16]1[CH:17]=[CH:18][C:19]([CH3:22])=[CH:20][CH:21]=1)(=[O:15])=[O:14])([CH3:3])[CH3:2]. The yield is 0.980. (2) The reactants are [Cl:1][C:2]1[N:3]=[C:4]([N:12]2[CH2:17][CH2:16][O:15][CH2:14][CH2:13]2)[C:5]2[S:10][C:9]([I:11])=[CH:8][C:6]=2[N:7]=1.[C:18]([NH:21][C:22]1[CH:23]=[C:24](B(O)O)[CH:25]=[CH:26][CH:27]=1)(=[O:20])[CH3:19]. The catalyst is C([O-])([O-])=O.[Na+].[Na+].C(#N)C.Cl[Pd](Cl)([P](C1C=CC=CC=1)(C1C=CC=CC=1)C1C=CC=CC=1)[P](C1C=CC=CC=1)(C1C=CC=CC=1)C1C=CC=CC=1. The product is [Cl:1][C:2]1[N:3]=[C:4]([N:12]2[CH2:17][CH2:16][O:15][CH2:14][CH2:13]2)[C:5]2[S:10][C:9]([C:26]3[CH:27]=[C:22]([NH:21][C:18](=[O:20])[CH3:19])[CH:23]=[CH:24][CH:25]=3)([I:11])[CH2:8][C:6]=2[N:7]=1. The yield is 0.530. (3) The yield is 0.950. The catalyst is C(O)C. The product is [CH3:1][O:2][C:3](=[O:32])[C@H:4]([CH2:22][C:23]1[CH:24]=[CH:25][C:26]([NH2:29])=[CH:27][CH:28]=1)[NH:5][C:6]([C:8]1([CH2:13][C:14]2[CH:19]=[CH:18][C:17]([O:20][CH3:21])=[CH:16][CH:15]=2)[CH2:12][CH2:11][CH2:10][CH2:9]1)=[O:7]. The reactants are [CH3:1][O:2][C:3](=[O:32])[C@H:4]([CH2:22][C:23]1[CH:28]=[CH:27][C:26]([N+:29]([O-])=O)=[CH:25][CH:24]=1)[NH:5][C:6]([C:8]1([CH2:13][C:14]2[CH:19]=[CH:18][C:17]([O:20][CH3:21])=[CH:16][CH:15]=2)[CH2:12][CH2:11][CH2:10][CH2:9]1)=[O:7]. (4) The reactants are [CH3:1][O:2][C:3]1[CH:4]=[CH:5][C:6]([N+:40]([O-])=O)=[C:7]([NH:9][C:10]2[C:18]3[O:17][CH2:16][C@@H:15]([N:19]([C:34](=[O:39])[C:35]([F:38])([F:37])[F:36])[C:20]4[CH:33]=[CH:32][C:23]5[C@H:24]([CH2:27][C:28]([O:30][CH3:31])=[O:29])[CH2:25][O:26][C:22]=5[CH:21]=4)[C:14]=3[CH:13]=[CH:12][CH:11]=2)[CH:8]=1. The catalyst is CO.O1CCCC1.[C].[Pd]. The product is [NH2:40][C:6]1[CH:5]=[CH:4][C:3]([O:2][CH3:1])=[CH:8][C:7]=1[NH:9][C:10]1[C:18]2[O:17][CH2:16][C@@H:15]([N:19]([C:34](=[O:39])[C:35]([F:38])([F:37])[F:36])[C:20]3[CH:33]=[CH:32][C:23]4[C@H:24]([CH2:27][C:28]([O:30][CH3:31])=[O:29])[CH2:25][O:26][C:22]=4[CH:21]=3)[C:14]=2[CH:13]=[CH:12][CH:11]=1. The yield is 0.790. (5) The reactants are FC(F)(F)C(O)=O.[Cl:8][C:9]1[CH:10]=[C:11]([CH:40]=[CH:41][C:42]=1[NH:43][C:44]([NH:46][CH:47]1[CH2:49][CH2:48]1)=[O:45])[O:12][C:13]1[C:22]2[C:17](=[CH:18][C:19]([O:25][CH2:26][CH:27]3[CH2:32][CH2:31][N:30](C(OC(C)(C)C)=O)[CH2:29][CH2:28]3)=[C:20]([C:23]#[N:24])[CH:21]=2)[N:16]=[CH:15][CH:14]=1.C(=O)(O)[O-].[Na+].C(OCC)(=O)C. The catalyst is O. The product is [Cl:8][C:9]1[CH:10]=[C:11]([O:12][C:13]2[C:22]3[C:17](=[CH:18][C:19]([O:25][CH2:26][CH:27]4[CH2:28][CH2:29][NH:30][CH2:31][CH2:32]4)=[C:20]([C:23]#[N:24])[CH:21]=3)[N:16]=[CH:15][CH:14]=2)[CH:40]=[CH:41][C:42]=1[NH:43][C:44]([NH:46][CH:47]1[CH2:49][CH2:48]1)=[O:45]. The yield is 0.996. (6) The reactants are O/[C:2](/[C:9]([O:11][CH3:12])=[O:10])=[C:3](/O)\[C:4]([O:6][CH3:7])=[O:5].[NH2:13][C:14]1[CH:19]=[CH:18][CH:17]=[CH:16][CH:15]=1.Cl. The catalyst is CO. The product is [C:14]1([NH:13]/[C:3](=[C:2](/[NH:13][C:14]2[CH:19]=[CH:18][CH:17]=[CH:16][CH:15]=2)\[C:9]([O:11][CH3:12])=[O:10])/[C:4]([O:6][CH3:7])=[O:5])[CH:19]=[CH:18][CH:17]=[CH:16][CH:15]=1. The yield is 0.710. (7) The reactants are [Br:1][C:2]1[CH:9]=[C:8]([CH2:10]Br)[CH:7]=[CH:6][C:3]=1[C:4]#[N:5].[C:12]1([C:21]2[C:16](=[CH:17][CH:18]=[CH:19][CH:20]=2)[CH2:15][O:14]1)=[O:13].[K].C[N:24](C=O)C. No catalyst specified. The product is [Br:1][C:2]1[CH:9]=[C:8]([CH2:10][N:24]2[C:12](=[O:13])[C:21]3[C:16](=[CH:17][CH:18]=[CH:19][CH:20]=3)[C:15]2=[O:14])[CH:7]=[CH:6][C:3]=1[C:4]#[N:5]. The yield is 0.610. (8) The yield is 0.550. The reactants are Br[C:2]1[CH:3]=[N:4][C:5]2[C:10]([CH:11]=1)=[N:9][CH:8]=[C:7]([Br:12])[CH:6]=2.C([Sn](CCCC)(CCCC)[CH:18]=[CH:19][O:20][CH2:21][CH3:22])CCC.[Li+].[Cl-].[F-].[K+]. The product is [Br:12][C:7]1[CH:8]=[N:9][C:10]2[C:5]([CH:6]=1)=[N:4][CH:3]=[C:2]([CH:18]=[CH:19][O:20][CH2:21][CH3:22])[CH:11]=2. The catalyst is C1(C)C=CC=CC=1.C(Cl)Cl.Cl[Pd](Cl)([P](C1C=CC=CC=1)(C1C=CC=CC=1)C1C=CC=CC=1)[P](C1C=CC=CC=1)(C1C=CC=CC=1)C1C=CC=CC=1. (9) The reactants are C(O[C:6](=O)[NH:7][C@H:8]1[CH2:11][C@H:10]([N:12]2[C:16]3=[N:17][CH:18]=[CH:19][CH:20]=[C:15]3[C:14]([CH3:22])([CH3:21])[C:13]2=[O:23])[CH2:9]1)(C)(C)C.C([O-])(=O)C.[Cs+].BrC1[CH:40]=[CH:39][C:34]([C:35]([NH:37][CH3:38])=[O:36])=[CH:33][N:32]=1. The catalyst is [Cu]. The product is [CH3:22][C:14]1([CH3:21])[C:15]2[C:16](=[N:17][CH:18]=[CH:19][CH:20]=2)[N:12]([C@H:10]2[CH2:11][C@H:8]([NH:7][C:6]3[CH:40]=[CH:39][C:34]([C:35]([NH:37][CH3:38])=[O:36])=[CH:33][N:32]=3)[CH2:9]2)[C:13]1=[O:23]. The yield is 0.366.